This data is from Reaction yield outcomes from USPTO patents with 853,638 reactions. The task is: Predict the reaction yield, written as a fraction of the theoretical maximum amount of product (1.0 means a 100% yield; for example, 0.34 means a 34% yield). (1) The reactants are [CH3:1][O:2][C:3]1[CH:4]=[C:5]([CH2:11][CH2:12][NH:13][C:14]2[N:19]=[C:18]([C:20]3[CH:21]=[C:22]([NH:26][C:27](=[O:37])[CH2:28][CH2:29][CH2:30][N:31]4[CH2:36][CH2:35][CH2:34][CH2:33][CH2:32]4)[CH:23]=[CH:24][CH:25]=3)[CH:17]=[CH:16][N:15]=2)[CH:6]=[CH:7][C:8]=1[O:9][CH3:10].C(OCC)(=O)C.[ClH:44]. The catalyst is C(OCC)(=O)C.CO. The product is [ClH:44].[CH3:1][O:2][C:3]1[CH:4]=[C:5]([CH2:11][CH2:12][NH:13][C:14]2[N:19]=[C:18]([C:20]3[CH:21]=[C:22]([NH:26][C:27](=[O:37])[CH2:28][CH2:29][CH2:30][N:31]4[CH2:36][CH2:35][CH2:34][CH2:33][CH2:32]4)[CH:23]=[CH:24][CH:25]=3)[CH:17]=[CH:16][N:15]=2)[CH:6]=[CH:7][C:8]=1[O:9][CH3:10]. The yield is 0.840. (2) The reactants are [CH3:1][S:2]([C:5]1(N)[CH:10]=[C:9]([O:11][CH3:12])[CH:8]=[CH:7][CH2:6]1)(=[O:4])=[O:3].Cl.N([O-])=O.[Na+].[I-:19].[K+]. The catalyst is O. The product is [I:19][C:7]1[CH:6]=[C:5]([S:2]([CH3:1])(=[O:4])=[O:3])[CH:10]=[C:9]([O:11][CH3:12])[CH:8]=1. The yield is 0.700. (3) The reactants are Cl.Cl.[Cl:3][C:4]1[CH:9]=[CH:8][C:7]([C:10]2([CH2:16][CH2:17][N:18]3[CH:23]4[CH2:24][CH2:25][CH:19]3[CH2:20][CH:21]([N:26]3[C:30]5[CH:31]=[CH:32][CH:33]=[CH:34][C:29]=5[N:28]=[C:27]3[CH3:35])[CH2:22]4)[CH2:15][CH2:14][NH:13][CH2:12][CH2:11]2)=[CH:6][C:5]=1[F:36].C(N(CC)CC)C.[CH3:44][C:45]([CH3:50])([CH3:49])[C:46](Cl)=[O:47]. The catalyst is ClCCl. The product is [Cl:3][C:4]1[CH:9]=[CH:8][C:7]([C:10]2([CH2:16][CH2:17][N:18]3[C@H:23]4[CH2:24][CH2:25][C@@H:19]3[CH2:20][CH:21]([N:26]3[C:30]5[CH:31]=[CH:32][CH:33]=[CH:34][C:29]=5[N:28]=[C:27]3[CH3:35])[CH2:22]4)[CH2:15][CH2:14][N:13]([C:46](=[O:47])[C:45]([CH3:50])([CH3:49])[CH3:44])[CH2:12][CH2:11]2)=[CH:6][C:5]=1[F:36]. The yield is 0.510. (4) The reactants are [OH:1][C:2]1[CH:7]=[CH:6][C:5]([CH2:8][CH2:9][C:10]([O:12][CH3:13])=[O:11])=[CH:4][CH:3]=1.C([O-])([O-])=O.[K+].[K+].[CH2:20](Br)[CH:21]=[CH2:22]. The catalyst is CN(C=O)C.[I-].C([N+](CCCC)(CCCC)CCCC)CCC. The product is [CH2:22]([O:1][C:2]1[CH:3]=[CH:4][C:5]([CH2:8][CH2:9][C:10]([O:12][CH3:13])=[O:11])=[CH:6][CH:7]=1)[CH:21]=[CH2:20]. The yield is 1.00. (5) The reactants are Br[C:2]1[CH:7]=[CH:6][C:5]([Cl:8])=[CH:4][CH:3]=1.[C:9](=[O:16])([O:11][C:12]([CH3:15])([CH3:14])[CH3:13])[NH2:10].C([O-])([O-])=O.[K+].[K+].CNCCNC. The catalyst is [Cu]I.C1(C)C=CC=CC=1. The product is [C:12]([O:11][C:9]([NH:10][C:2]1[CH:7]=[CH:6][C:5]([Cl:8])=[CH:4][CH:3]=1)=[O:16])([CH3:15])([CH3:14])[CH3:13]. The yield is 0.780. (6) The reactants are [CH2:1]([CH:8]1[C:14](=[O:15])[CH2:13][CH:12]2[CH2:16][CH:9]1[CH2:10][CH2:11]2)[C:2]1[CH:7]=[CH:6][CH:5]=[CH:4][N:3]=1.CC([O-])(C)C.[K+].C1COCC1.[N:28](OCCC(C)C)=[O:29].Cl. The catalyst is C1COCC1. The product is [CH2:1]([CH:8]1[C:14](=[O:15])[C:13](=[N:28][OH:29])[CH:12]2[CH2:16][CH:9]1[CH2:10][CH2:11]2)[C:2]1[CH:7]=[CH:6][CH:5]=[CH:4][N:3]=1. The yield is 0.410. (7) The reactants are C([C:3](CC)([C:7]([O-:9])=[O:8])C([O-])=O)C.[H-].[Na+].[H][H].[C:16]12[C:22](=[CH:23][CH:24]=[CH:25][CH:26]=1)[NH:21][C:20](=[O:27])[O:19][C:17]2=O.Cl.[CH3:29][C:30](N(C)C)=O. No catalyst specified. The product is [CH2:29]([O:9][C:7]([C:3]1[C:20](=[O:27])[NH:21][C:22]2[C:16]([C:17]=1[OH:19])=[CH:26][CH:25]=[CH:24][CH:23]=2)=[O:8])[CH3:30]. The yield is 0.470. (8) The reactants are C[CH:2]1[C@H:8]2[N:9]([CH3:10])[C@H:5]([CH2:6][CH2:7]2)[C:4](=[N:11][CH2:12][C:13]2[CH:18]=[CH:17][CH:16]=[CH:15][CH:14]=2)[CH2:3]1.[CH3:19][O:20][C:21]1[CH:26]=[CH:25][C:24]([CH2:27][C:28](Cl)=[O:29])=[CH:23][CH:22]=1.Cl[CH2:32]Cl. No catalyst specified. The product is [CH3:19][O:20][C:21]1[CH:26]=[CH:25][C:24]([CH2:27][C:28]([N:11]([CH2:12][C:13]2[CH:14]=[CH:15][C:16]([CH3:32])=[CH:17][CH:18]=2)[C:4]2[C@H:5]3[N:9]([CH3:10])[C@H:8]([CH2:7][CH2:6]3)[CH2:2][CH:3]=2)=[O:29])=[CH:23][CH:22]=1. The yield is 0.180. (9) The yield is 0.620. No catalyst specified. The reactants are [F:1][C:2]([F:36])([F:35])[C:3]1[CH:4]=[C:5]([CH:28]=[C:29]([C:31]([F:34])([F:33])[F:32])[CH:30]=1)[CH2:6][N:7]([CH2:14][C:15]1[C:23]2[C:18](=[CH:19][CH:20]=[CH:21][CH:22]=2)[N:17]([CH3:24])[C:16]=1[C:25]([OH:27])=O)[C:8]1[N:9]=[N:10][N:11]([CH3:13])[N:12]=1.[CH:37]1([CH2:40][NH:41][CH2:42][CH:43]2[CH2:45][CH2:44]2)[CH2:39][CH2:38]1.FC(F)(F)C1C=C(C=C(C(F)(F)F)C=1)CN(CC1C2C(=CC=CC=2)NC=1C(O)=O)C1N=NN(C)N=1.C(NCC)C. The product is [CH:37]1([CH2:40][N:41]([CH2:42][CH:43]2[CH2:45][CH2:44]2)[C:25]([C:16]2[N:17]([CH3:24])[C:18]3[C:23]([C:15]=2[CH2:14][N:7]([CH2:6][C:5]2[CH:4]=[C:3]([C:2]([F:1])([F:36])[F:35])[CH:30]=[C:29]([C:31]([F:34])([F:33])[F:32])[CH:28]=2)[C:8]2[N:9]=[N:10][N:11]([CH3:13])[N:12]=2)=[CH:22][CH:21]=[CH:20][CH:19]=3)=[O:27])[CH2:39][CH2:38]1.